Dataset: Full USPTO retrosynthesis dataset with 1.9M reactions from patents (1976-2016). Task: Predict the reactants needed to synthesize the given product. (1) Given the product [Cl:8][C:6]1[N:5]=[C:4]([NH:9][C@H:10]([C:12]2[CH:17]=[CH:16][C:15]([Cl:18])=[CH:14][CH:13]=2)[CH3:11])[N:3]=[C:2]([N:26]2[CH2:27][CH2:28][N:23]([S:20]([CH3:19])(=[O:22])=[O:21])[CH2:24][CH2:25]2)[CH:7]=1, predict the reactants needed to synthesize it. The reactants are: Cl[C:2]1[CH:7]=[C:6]([Cl:8])[N:5]=[C:4]([NH:9][C@H:10]([C:12]2[CH:17]=[CH:16][C:15]([Cl:18])=[CH:14][CH:13]=2)[CH3:11])[N:3]=1.[CH3:19][S:20]([N:23]1[CH2:28][CH2:27][NH:26][CH2:25][CH2:24]1)(=[O:22])=[O:21].C(N(CC)C(C)C)(C)C. (2) Given the product [CH3:26][S:23]([C:20]1[CH:21]=[CH:22][C:16]2[O:15][CH2:14][C@@H:13]([CH2:12][NH:30][CH2:27][CH2:28][CH3:29])[O:18][C:17]=2[CH:19]=1)(=[O:24])=[O:25], predict the reactants needed to synthesize it. The reactants are: CC1C=CC(S(O[CH2:12][C@H:13]2[O:18][C:17]3[CH:19]=[C:20]([S:23]([CH3:26])(=[O:25])=[O:24])[CH:21]=[CH:22][C:16]=3[O:15][CH2:14]2)(=O)=O)=CC=1.[CH2:27]([NH2:30])[CH2:28][CH3:29]. (3) Given the product [C:33]([C:28]1[CH:29]=[CH:30][CH:31]=[CH:32][C:27]=1[C:17]1[C:16](=[O:35])[N:15]([C:11]2[CH:12]=[CH:13][CH:14]=[C:9]([OH:8])[CH:10]=2)[CH:20]=[C:19]([C:21]2[CH:26]=[CH:25][CH:24]=[CH:23][N:22]=2)[CH:18]=1)#[N:34], predict the reactants needed to synthesize it. The reactants are: C([O:8][C:9]1[CH:10]=[C:11]([N:15]2[CH:20]=[C:19]([C:21]3[CH:26]=[CH:25][CH:24]=[CH:23][N:22]=3)[CH:18]=[C:17]([C:27]3[CH:32]=[CH:31][CH:30]=[CH:29][C:28]=3[C:33]#[N:34])[C:16]2=[O:35])[CH:12]=[CH:13][CH:14]=1)C1C=CC=CC=1.CO. (4) Given the product [F:1][C:2]([F:16])([C:10]1[CH:11]=[CH:12][CH:13]=[CH:14][CH:15]=1)[C:3]1[CH:4]=[CH:5][C:6]([CH2:9][NH2:21])=[CH:7][CH:8]=1, predict the reactants needed to synthesize it. The reactants are: [F:1][C:2]([F:16])([C:10]1[CH:15]=[CH:14][CH:13]=[CH:12][CH:11]=1)[C:3]1[CH:8]=[CH:7][C:6]([CH3:9])=[CH:5][CH:4]=1.C1C(=O)[N:21](Br)C(=O)C1.CC(N=NC(C#N)(C)C)(C#N)C. (5) Given the product [F:34][C:31]1[CH:32]=[CH:33][C:28]([CH2:27][NH:26][C:22]([C:10]2[N:11]=[C:12]3[N:17]([C:18](=[O:19])[C:9]=2[O:8][CH2:1][C:2]2[CH:7]=[CH:6][CH:5]=[CH:4][CH:3]=2)[CH2:16][CH2:15][O:14][C:13]3([CH3:20])[CH3:21])=[O:23])=[C:29]([N:35]2[CH2:38][CH2:37][C:36]2=[O:39])[CH:30]=1, predict the reactants needed to synthesize it. The reactants are: [CH2:1]([O:8][C:9]1[C:18](=[O:19])[N:17]2[C:12]([C:13]([CH3:21])([CH3:20])[O:14][CH2:15][CH2:16]2)=[N:11][C:10]=1[C:22](O)=[O:23])[C:2]1[CH:7]=[CH:6][CH:5]=[CH:4][CH:3]=1.Cl.[NH2:26][CH2:27][C:28]1[CH:33]=[CH:32][C:31]([F:34])=[CH:30][C:29]=1[N:35]1[CH2:38][CH2:37][C:36]1=[O:39].F[P-](F)(F)(F)(F)F.N1(O[P+](N(C)C)(N(C)C)N(C)C)C2C=CC=CC=2N=N1.C(N(C(C)C)CC)(C)C. (6) Given the product [CH:3]12[O:22][CH:4]1[CH2:5][CH2:6][N:1]([C:7]([O:9][C:10]([CH3:13])([CH3:12])[CH3:11])=[O:8])[CH2:2]2, predict the reactants needed to synthesize it. The reactants are: [N:1]1([C:7]([O:9][C:10]([CH3:13])([CH3:12])[CH3:11])=[O:8])[CH2:6][CH2:5][CH:4]=[CH:3][CH2:2]1.C1C=C(Cl)C=C(C(OO)=[O:22])C=1.